Dataset: Forward reaction prediction with 1.9M reactions from USPTO patents (1976-2016). Task: Predict the product of the given reaction. (1) Given the reactants Br[C:2]1[CH:3]=[C:4]2[N:10]([C:11]([O:13][CH2:14][CH:15]([CH3:17])[CH3:16])=[O:12])[C:9]([CH3:18])=[N:8][C:5]2=[N:6][CH:7]=1.[CH3:19][C:20]([O:23][C:24]([N:26]1[CH2:32][C:31]2[CH:33]=[C:34](B(O)O)[CH:35]=[CH:36][C:30]=2[O:29][CH2:28][CH2:27]1)=[O:25])([CH3:22])[CH3:21].C([O-])(=O)C.[K+], predict the reaction product. The product is: [CH3:18][C:9]1[N:10]([C:11]([O:13][CH2:14][CH:15]([CH3:17])[CH3:16])=[O:12])[C:4]2[C:5]([N:8]=1)=[N:6][CH:7]=[C:2]([C:34]1[CH:35]=[CH:36][C:30]3[O:29][CH2:28][CH2:27][N:26]([C:24]([O:23][C:20]([CH3:21])([CH3:19])[CH3:22])=[O:25])[CH2:32][C:31]=3[CH:33]=1)[CH:3]=2. (2) Given the reactants [OH:1][C@@H:2]([C@H:4]1[C:25](=[O:26])[N:6]2[C:7]([C:19]([O:21]CC=C)=[O:20])=[C:8]([C:10]3[CH:14]=[C:13]([CH2:15][CH3:16])[N:12]([CH2:17][CH3:18])[N:11]=3)[CH2:9][C@H:5]12)[CH3:3].C(C(CCCC)C([O-])=O)C.[Na+:37].C1(P(C2C=CC=CC=2)C2C=CC=CC=2)C=CC=CC=1.C(OCC)C, predict the reaction product. The product is: [OH:1][C@@H:2]([C@H:4]1[C:25](=[O:26])[N:6]2[C:7]([C:19]([O-:21])=[O:20])=[C:8]([C:10]3[CH:14]=[C:13]([CH2:15][CH3:16])[N:12]([CH2:17][CH3:18])[N:11]=3)[CH2:9][CH:5]12)[CH3:3].[Na+:37]. (3) Given the reactants [CH3:1][NH:2][C:3]1[C:4]([NH2:9])=[CH:5][CH:6]=[CH:7][CH:8]=1.C1C=CC(O[C:17](OC2C=CC=CC=2)=[N:18][C:19]#[N:20])=CC=1, predict the reaction product. The product is: [CH3:1][N:2]1[C:3]2[CH:8]=[CH:7][CH:6]=[CH:5][C:4]=2[NH:9]/[C:17]/1=[N:18]\[C:19]#[N:20]. (4) The product is: [Cl:28][C:24]1[CH:25]=[CH:26][CH:27]=[C:22]([Cl:21])[C:23]=1[C:29]1[C:33]([CH2:34][O:1][C:2]2[CH:3]=[CH:4][C:5]([C:8]3[NH:12][C:11]4[CH:13]=[CH:14][CH:15]=[C:16]([C:17]([O:19][CH3:20])=[O:18])[C:10]=4[N:9]=3)=[CH:6][CH:7]=2)=[C:32]([CH:36]([CH3:38])[CH3:37])[O:31][N:30]=1. Given the reactants [OH:1][C:2]1[CH:7]=[CH:6][C:5]([C:8]2[NH:12][C:11]3[CH:13]=[CH:14][CH:15]=[C:16]([C:17]([O:19][CH3:20])=[O:18])[C:10]=3[N:9]=2)=[CH:4][CH:3]=1.[Cl:21][C:22]1[CH:27]=[CH:26][CH:25]=[C:24]([Cl:28])[C:23]=1[C:29]1[C:33]([CH2:34]O)=[C:32]([CH:36]([CH3:38])[CH3:37])[O:31][N:30]=1.C1(P(C2C=CC=CC=2)C2C=CC=CC=2)C=CC=CC=1.N(C(OC(C)C)=O)=NC(OC(C)C)=O, predict the reaction product. (5) Given the reactants [NH:1]1[CH2:4][CH:3]([N:5]2[C:10](=[O:11])[C:9]([C:12]3[N:16]([C:17]4[CH:24]=[CH:23][C:20]([C:21]#[N:22])=[CH:19][CH:18]=4)[N:15]=[CH:14][CH:13]=3)=[C:8]([CH3:25])[N:7]([C:26]3[CH:31]=[CH:30][CH:29]=[C:28]([C:32]([F:35])([F:34])[F:33])[CH:27]=3)[C:6]2=[O:36])[CH2:2]1.[CH2:37]=O, predict the reaction product. The product is: [CH3:25][C:8]1[N:7]([C:26]2[CH:31]=[CH:30][CH:29]=[C:28]([C:32]([F:34])([F:33])[F:35])[CH:27]=2)[C:6](=[O:36])[N:5]([CH:3]2[CH2:2][N:1]([CH3:37])[CH2:4]2)[C:10](=[O:11])[C:9]=1[C:12]1[N:16]([C:17]2[CH:24]=[CH:23][C:20]([C:21]#[N:22])=[CH:19][CH:18]=2)[N:15]=[CH:14][CH:13]=1. (6) Given the reactants [OH:1][C:2]1[C:11]2[C:6](=[CH:7][CH:8]=[CH:9][CH:10]=2)[C:5]([CH3:13])([CH3:12])[C:4](=[O:14])[C:3]=1C(OCC)=O.Cl, predict the reaction product. The product is: [OH:1][C:2]1[C:11]2[C:6](=[CH:7][CH:8]=[CH:9][CH:10]=2)[C:5]([CH3:12])([CH3:13])[C:4](=[O:14])[CH:3]=1. (7) Given the reactants [F:1][C:2]([F:12])([F:11])[C:3]1[CH:8]=[CH:7][CH:6]=[CH:5][C:4]=1[Mg]Br.[F:13][CH:14]([F:24])[O:15][C:16]1[CH:23]=[CH:22][C:19]([CH:20]=[O:21])=[CH:18][CH:17]=1.FC(F)(F)C1C=C(Cl)C=CC=1C(O)C1C=CC=CC=1, predict the reaction product. The product is: [F:1][C:2]([F:12])([F:11])[C:3]1[CH:8]=[CH:7][CH:6]=[CH:5][C:4]=1[CH:20]([OH:21])[C:19]1[CH:22]=[CH:23][C:16]([O:15][CH:14]([F:13])[F:24])=[CH:17][CH:18]=1. (8) Given the reactants C1C=C(Cl)C=C(C(OO)=O)C=1.[CH3:12][C:13]1([CH3:47])[O:17][CH:16]([CH2:18][N:19]2[C:31]3[C:30]4[CH:29]=[CH:28][C:27]([O:32][CH2:33][CH2:34][NH:35][C:36](=[O:42])[O:37][C:38]([CH3:41])([CH3:40])[CH3:39])=[CH:26][C:25]=4[N:24]=[CH:23][C:22]=3[N:21]=[C:20]2[CH2:43][O:44][CH2:45][CH3:46])[CH2:15][O:14]1.C[C@H](N)C([NH:52][C@H](C(N[C@H](C(N1[C@H](C(O)=O)CCC1)=O)CC(O)=O)=O)CC(N)=O)=O.C1(C)C(S(Cl)(=O)=O)=CC=CC=1, predict the reaction product. The product is: [NH2:52][C:23]1[C:22]2[N:21]=[C:20]([CH2:43][O:44][CH2:45][CH3:46])[N:19]([CH2:18][CH:16]3[CH2:15][O:14][C:13]([CH3:47])([CH3:12])[O:17]3)[C:31]=2[C:30]2[CH:29]=[CH:28][C:27]([O:32][CH2:33][CH2:34][NH:35][C:36](=[O:42])[O:37][C:38]([CH3:39])([CH3:40])[CH3:41])=[CH:26][C:25]=2[N:24]=1. (9) Given the reactants C([N:4](C(C)C)CC)(C)C.C(O)(=[O:12])C.C(O)(=O)C.[NH2:18][CH2:19][CH2:20][CH2:21][CH2:22][C:23]1[CH:28]=[CH:27][C:26]([CH2:29][CH2:30][CH2:31][CH2:32][N:33]([CH2:49][C@H:50]([OH:63])[C:51]2[CH:56]=[CH:55][C:54]([OH:57])=[C:53]([NH:58][S:59]([CH3:62])(=[O:61])=[O:60])[CH:52]=2)[CH2:34][C@@H:35]([C:37]2[CH:38]=[CH:39][C:40]([OH:48])=[C:41]([NH:43][S:44]([CH3:47])(=[O:46])=[O:45])[CH:42]=2)[OH:36])=[CH:25][CH:24]=1.I.[NH2:65][C:66]1[C:67]([C:74]([NH:76][C:77](=[NH:80])SC)=[O:75])=[N:68][C:69]([Cl:73])=[C:70]([NH2:72])[N:71]=1, predict the reaction product. The product is: [OH-:12].[NH4+:4].[NH2:65][C:66]1[C:67]([C:74]([N:76]=[C:77]([NH2:80])[NH:18][CH2:19][CH2:20][CH2:21][CH2:22][C:23]2[CH:24]=[CH:25][C:26]([CH2:29][CH2:30][CH2:31][CH2:32][N:33]([CH2:49][C@H:50]([OH:63])[C:51]3[CH:56]=[CH:55][C:54]([OH:57])=[C:53]([NH:58][S:59]([CH3:62])(=[O:60])=[O:61])[CH:52]=3)[CH2:34][C@@H:35]([C:37]3[CH:38]=[CH:39][C:40]([OH:48])=[C:41]([NH:43][S:44]([CH3:47])(=[O:46])=[O:45])[CH:42]=3)[OH:36])=[CH:27][CH:28]=2)=[O:75])=[N:68][C:69]([Cl:73])=[C:70]([NH2:72])[N:71]=1. (10) Given the reactants [F:1][C:2]1[CH:7]=[C:6]([F:8])[CH:5]=[CH:4][C:3]=1[C:9]1[N:14]=[C:13]([N:15]2[CH2:20][CH2:19][NH:18][CH2:17][CH2:16]2)[CH:12]=[CH:11][CH:10]=1.[C:21]1([N:27]=[C:28]=[O:29])[CH:26]=[CH:25][CH:24]=[CH:23][CH:22]=1, predict the reaction product. The product is: [F:1][C:2]1[CH:7]=[C:6]([F:8])[CH:5]=[CH:4][C:3]=1[C:9]1[N:14]=[C:13]([N:15]2[CH2:16][CH2:17][N:18]([C:28]([NH:27][C:21]3[CH:26]=[CH:25][CH:24]=[CH:23][CH:22]=3)=[O:29])[CH2:19][CH2:20]2)[CH:12]=[CH:11][CH:10]=1.